This data is from Full USPTO retrosynthesis dataset with 1.9M reactions from patents (1976-2016). The task is: Predict the reactants needed to synthesize the given product. Given the product [C:1]([O:5][C:6]([N:8]1[CH2:9][C@@H:10]([CH2:16][N:17]([CH:34]([CH3:36])[CH3:35])[C:18](=[O:33])[C:19]2[CH:24]=[CH:23][C:22]([O:25][CH3:26])=[C:21]([O:27][CH2:28][CH2:29][CH2:30][O:31][CH3:32])[CH:20]=2)[C@H:11]([CH2:13][N:14]([C:40]([CH:37]2[CH2:39][CH2:38]2)=[O:41])[CH3:15])[CH2:12]1)=[O:7])([CH3:3])([CH3:4])[CH3:2], predict the reactants needed to synthesize it. The reactants are: [C:1]([O:5][C:6]([N:8]1[CH2:12][C@@H:11]([CH2:13][NH:14][CH3:15])[C@H:10]([CH2:16][N:17]([CH:34]([CH3:36])[CH3:35])[C:18](=[O:33])[C:19]2[CH:24]=[CH:23][C:22]([O:25][CH3:26])=[C:21]([O:27][CH2:28][CH2:29][CH2:30][O:31][CH3:32])[CH:20]=2)[CH2:9]1)=[O:7])([CH3:4])([CH3:3])[CH3:2].[CH:37]1([C:40](Cl)=[O:41])[CH2:39][CH2:38]1.C(N(CC)CC)C.C([O-])(O)=O.[Na+].